From a dataset of Reaction yield outcomes from USPTO patents with 853,638 reactions. Predict the reaction yield, written as a fraction of the theoretical maximum amount of product (1.0 means a 100% yield; for example, 0.34 means a 34% yield). (1) The reactants are Cl.Cl.[CH3:3][N:4]1[CH:8]2[CH2:9][CH2:10][C:5]1([CH:11]([C:13]1[CH:18]=[CH:17][CH:16]=[CH:15][CH:14]=1)[NH2:12])[CH2:6][CH2:7]2.[CH3:19][C:20]1[CH:28]=[CH:27][CH:26]=[C:25]([CH3:29])[C:21]=1[C:22](O)=[O:23].C1C=CC2N(O)N=NC=2C=1.CN(C(ON1N=NC2C=CC=CC1=2)=[N+](C)C)C.[B-](F)(F)(F)F.CCN(C(C)C)C(C)C. The catalyst is CN(C=O)C.CO. The product is [CH3:19][C:20]1[CH:28]=[CH:27][CH:26]=[C:25]([CH3:29])[C:21]=1[C:22]([NH:12][CH:11]([C:5]12[N:4]([CH3:3])[CH:8]([CH2:9][CH2:10]1)[CH2:7][CH2:6]2)[C:13]1[CH:18]=[CH:17][CH:16]=[CH:15][CH:14]=1)=[O:23]. The yield is 0.688. (2) The reactants are CCN(C(C)C)C(C)C.OC(C(F)(F)F)=O.[NH2:17][CH2:18][C:19]([N:21]1[CH2:26][CH2:25][N:24]([C:27](=[O:38])[C:28]2[CH:33]=[CH:32][CH:31]=[CH:30][C:29]=2[C:34]([F:37])([F:36])[F:35])[CH2:23][CH2:22]1)=[O:20].C1C=CC2N(O)N=NC=2C=1.CCN=C=NCCCN(C)C.Cl.[CH2:61]([O:68][C:69]1[CH:74]=[CH:73][C:72]([C:75]2[O:79][N:78]=[C:77]([C:80](O)=[O:81])[CH:76]=2)=[CH:71][CH:70]=1)[C:62]1[CH:67]=[CH:66][CH:65]=[CH:64][CH:63]=1. The catalyst is CN(C=O)C.O. The product is [O:20]=[C:19]([N:21]1[CH2:22][CH2:23][N:24]([C:27](=[O:38])[C:28]2[CH:33]=[CH:32][CH:31]=[CH:30][C:29]=2[C:34]([F:37])([F:35])[F:36])[CH2:25][CH2:26]1)[CH2:18][NH:17][C:80]([C:77]1[CH:76]=[C:75]([C:72]2[CH:71]=[CH:70][C:69]([O:68][CH2:61][C:62]3[CH:67]=[CH:66][CH:65]=[CH:64][CH:63]=3)=[CH:74][CH:73]=2)[O:79][N:78]=1)=[O:81]. The yield is 0.480.